This data is from Full USPTO retrosynthesis dataset with 1.9M reactions from patents (1976-2016). The task is: Predict the reactants needed to synthesize the given product. (1) Given the product [C:66]([C:65]([NH:64][CH2:2][CH2:3][CH2:4][O:5][C:6]1[CH:11]=[CH:10][C:9]([CH2:12][C:13]2[C:14]([O:21][C@@H:22]3[O:48][C@H:47]([CH2:49][O:50][C:51](=[O:56])[C:52]([CH3:55])([CH3:54])[CH3:53])[C@@H:39]([O:40][C:41](=[O:46])[C:42]([CH3:45])([CH3:44])[CH3:43])[C@H:31]([O:32][C:33](=[O:38])[C:34]([CH3:37])([CH3:36])[CH3:35])[C@H:23]3[O:24][C:25](=[O:30])[C:26]([CH3:29])([CH3:28])[CH3:27])=[N:15][NH:16][C:17]=2[CH:18]([CH3:20])[CH3:19])=[C:8]([O:57][CH:58]2[CH2:63][CH2:62][O:61][CH2:60][CH2:59]2)[CH:7]=1)([CH3:70])[CH3:69])(=[O:67])[NH2:68], predict the reactants needed to synthesize it. The reactants are: Cl[CH2:2][CH2:3][CH2:4][O:5][C:6]1[CH:11]=[CH:10][C:9]([CH2:12][C:13]2[C:14]([O:21][C@@H:22]3[O:48][C@H:47]([CH2:49][O:50][C:51](=[O:56])[C:52]([CH3:55])([CH3:54])[CH3:53])[C@@H:39]([O:40][C:41](=[O:46])[C:42]([CH3:45])([CH3:44])[CH3:43])[C@H:31]([O:32][C:33](=[O:38])[C:34]([CH3:37])([CH3:36])[CH3:35])[C@H:23]3[O:24][C:25](=[O:30])[C:26]([CH3:29])([CH3:28])[CH3:27])=[N:15][NH:16][C:17]=2[CH:18]([CH3:20])[CH3:19])=[C:8]([O:57][CH:58]2[CH2:63][CH2:62][O:61][CH2:60][CH2:59]2)[CH:7]=1.[NH2:64][C:65]([CH3:70])([CH3:69])[C:66]([NH2:68])=[O:67].C(NCCC(N)=O)C1C=CC=CC=1. (2) Given the product [Cl:2][C:3]1[CH:8]=[CH:7][C:6]([C@H:9]2[CH2:14][CH2:13][N:12]([CH2:42][C:34]3[N:33]([CH3:32])[C:41]4[C:36]([N:35]=3)=[N:37][CH:38]=[CH:39][CH:40]=4)[CH2:11][C@H:10]2[CH3:15])=[C:5]([F:16])[CH:4]=1, predict the reactants needed to synthesize it. The reactants are: Cl.[Cl:2][C:3]1[CH:8]=[CH:7][C:6]([C@H:9]2[CH2:14][CH2:13][NH:12][CH2:11][C@H:10]2[CH3:15])=[C:5]([F:16])[CH:4]=1.C(N(CC)CC)C.[O-]S([O-])(=O)=O.[Mg+2].O.Cl.[CH3:32][N:33]1[C:41]2[C:36](=[N:37][CH:38]=[CH:39][CH:40]=2)[N:35]=[C:34]1[CH:42]=O.[BH-](OC(C)=O)(OC(C)=O)OC(C)=O.[Na+]. (3) Given the product [CH3:45][O:44][C:41]1[CH:42]=[CH:43][C:38]([CH2:37][O:36][CH2:35][CH2:34][O:1][CH2:2][C@H:3]2[CH2:14][CH2:13][C:12]3[S:11][C:10]4[N:9]=[CH:8][N:7]=[C:6]([O:15][CH:16]5[CH2:17][CH2:18][CH:19]([N:22]([CH3:30])[C:23](=[O:29])[O:24][C:25]([CH3:26])([CH3:27])[CH3:28])[CH2:20][CH2:21]5)[C:5]=4[C:4]2=3)=[CH:39][CH:40]=1, predict the reactants needed to synthesize it. The reactants are: [OH:1][CH2:2][C@H:3]1[CH2:14][CH2:13][C:12]2[S:11][C:10]3[N:9]=[CH:8][N:7]=[C:6]([O:15][CH:16]4[CH2:21][CH2:20][CH:19]([N:22]([CH3:30])[C:23](=[O:29])[O:24][C:25]([CH3:28])([CH3:27])[CH3:26])[CH2:18][CH2:17]4)[C:5]=3[C:4]1=2.[H-].[Na+].I[CH2:34][CH2:35][O:36][CH2:37][C:38]1[CH:43]=[CH:42][C:41]([O:44][CH3:45])=[CH:40][CH:39]=1. (4) Given the product [F:41][C:38]1[CH:39]=[CH:40][C:35]([C@:12]2([CH2:11][CH2:10][CH2:9][OH:8])[O:17][C:16](=[O:18])[N:15]([C@H:19]([C:21]3[CH:26]=[CH:25][C:24]([C:27]4[CH:32]=[CH:31][C:30](=[O:33])[N:29]([CH3:34])[CH:28]=4)=[CH:23][CH:22]=3)[CH3:20])[CH2:14][CH2:13]2)=[CH:36][CH:37]=1, predict the reactants needed to synthesize it. The reactants are: [Si]([O:8][CH2:9][CH2:10][CH2:11][C@@:12]1([C:35]2[CH:40]=[CH:39][C:38]([F:41])=[CH:37][CH:36]=2)[O:17][C:16](=[O:18])[N:15]([C@H:19]([C:21]2[CH:26]=[CH:25][C:24]([C:27]3[CH:32]=[CH:31][C:30](=[O:33])[N:29]([CH3:34])[CH:28]=3)=[CH:23][CH:22]=2)[CH3:20])[CH2:14][CH2:13]1)(C(C)(C)C)(C)C.CCCC[N+](CCCC)(CCCC)CCCC.[F-]. (5) Given the product [CH3:43][O:42][C:39]1[CH:38]=[CH:37][C:36]([NH:35][CH2:34][C@@H:33]([NH:32][C:22](=[O:24])[C@@H:21]([NH:20][C@@H:3]([C:4]2[CH:9]=[CH:8][C:7]([C:10]3[CH:11]=[CH:12][C:13]([S:16]([CH3:19])(=[O:18])=[O:17])=[CH:14][CH:15]=3)=[CH:6][CH:5]=2)[C:2]([F:31])([F:30])[F:1])[CH2:25][C:26]([F:29])([CH3:27])[CH3:28])[CH2:44][O:45][Si:46]([CH3:47])([CH3:48])[C:49]([CH3:52])([CH3:50])[CH3:51])=[CH:41][CH:40]=1, predict the reactants needed to synthesize it. The reactants are: [F:1][C:2]([F:31])([F:30])[C@@H:3]([NH:20][C@@H:21]([CH2:25][C:26]([F:29])([CH3:28])[CH3:27])[C:22]([OH:24])=O)[C:4]1[CH:9]=[CH:8][C:7]([C:10]2[CH:15]=[CH:14][C:13]([S:16]([CH3:19])(=[O:18])=[O:17])=[CH:12][CH:11]=2)=[CH:6][CH:5]=1.[NH2:32][C@H:33]([CH2:44][O:45][Si:46]([C:49]([CH3:52])([CH3:51])[CH3:50])([CH3:48])[CH3:47])[CH2:34][NH:35][C:36]1[CH:41]=[CH:40][C:39]([O:42][CH3:43])=[CH:38][CH:37]=1. (6) The reactants are: Br[C:2]1[CH:3]=[C:4]([CH:8]=[C:9]([N+:11]([O-:13])=[O:12])[CH:10]=1)[N:5]([CH3:7])[CH3:6].[N:14]1C=CC=C[CH:15]=1.C([Cu])#N.N. Given the product [CH3:6][N:5]([CH3:7])[C:4]1[CH:3]=[C:2]([CH:10]=[C:9]([N+:11]([O-:13])=[O:12])[CH:8]=1)[C:15]#[N:14], predict the reactants needed to synthesize it. (7) Given the product [Br:1][C:2]1[CH:7]=[C:6]([O:8][CH3:9])[C:5]([O:10][CH3:11])=[CH:4][C:3]=1[CH2:12][Cl:14], predict the reactants needed to synthesize it. The reactants are: [Br:1][C:2]1[CH:7]=[C:6]([O:8][CH3:9])[C:5]([O:10][CH3:11])=[CH:4][C:3]=1[CH2:12]O.[ClH:14]. (8) Given the product [CH3:30][O:1][C:2]1[N:7]=[C:6]2[S:8][C:9]3[CH2:14][CH2:13][CH2:12][CH2:11][C:10]=3[C:5]2=[C:4]([C:15]2[CH:20]=[CH:19][C:18]([CH3:21])=[CH:17][CH:16]=2)[C:3]=1[CH2:22][C:23]([OH:25])=[O:24], predict the reactants needed to synthesize it. The reactants are: [OH:1][C:2]1[N:7]=[C:6]2[S:8][C:9]3[CH2:14][CH2:13][CH2:12][CH2:11][C:10]=3[C:5]2=[C:4]([C:15]2[CH:20]=[CH:19][C:18]([CH3:21])=[CH:17][CH:16]=2)[C:3]=1[CH2:22][C:23]([OH:25])=[O:24].S(Cl)(Cl)=O.[CH3:30]O. (9) Given the product [Cl:1][C:2]1[CH:3]=[C:4]2[C:5](=[CH:15][CH:16]=1)[C:6](=[O:7])[N:8]([CH2:11][CH:12]([CH3:13])[CH3:14])[CH:9]2[OH:10], predict the reactants needed to synthesize it. The reactants are: [Cl:1][C:2]1[CH:3]=[C:4]2[C:9](=[O:10])[N:8]([CH2:11][CH:12]([CH3:14])[CH3:13])[C:6](=[O:7])[C:5]2=[CH:15][CH:16]=1.O. (10) Given the product [S:8]([O:3][CH2:2][C:1]([O:5][CH2:6][CH3:7])=[O:4])([C:11]1[CH:17]=[CH:16][C:14]([CH3:15])=[CH:13][CH:12]=1)(=[O:10])=[O:9], predict the reactants needed to synthesize it. The reactants are: [C:1]([O:5][CH2:6][CH3:7])(=[O:4])[CH2:2][OH:3].[S:8](Cl)([C:11]1[CH:17]=[CH:16][C:14]([CH3:15])=[CH:13][CH:12]=1)(=[O:10])=[O:9].C(N(CC)CC)C.O.